This data is from Catalyst prediction with 721,799 reactions and 888 catalyst types from USPTO. The task is: Predict which catalyst facilitates the given reaction. (1) Reactant: C([O:8][C:9]1[CH:34]=[CH:33][C:12]([O:13][CH:14]2[CH2:19][CH2:18][N:17]([C:20]3[CH:21]=[CH:22][C:23]4[N:24]([C:26]([C:29]([F:32])([F:31])[F:30])=[N:27][N:28]=4)[N:25]=3)[CH2:16][CH2:15]2)=[CH:11][CH:10]=1)C1C=CC=CC=1. Product: [F:32][C:29]([F:30])([F:31])[C:26]1[N:24]2[N:25]=[C:20]([N:17]3[CH2:16][CH2:15][CH:14]([O:13][C:12]4[CH:33]=[CH:34][C:9]([OH:8])=[CH:10][CH:11]=4)[CH2:19][CH2:18]3)[CH:21]=[CH:22][C:23]2=[N:28][N:27]=1. The catalyst class is: 43. (2) Reactant: Cl.[F:2][CH2:3][C:4]([NH2:6])=[NH:5].[F:7][CH:8]([C:13](OC)=[O:14])[C:9](OC)=[O:10].C[O-].[Na+]. Product: [F:7][C:8]1[C:9](=[O:10])[N:5]=[C:4]([CH2:3][F:2])[NH:6][C:13]=1[OH:14]. The catalyst class is: 5.